Dataset: Experimentally validated miRNA-target interactions with 360,000+ pairs, plus equal number of negative samples. Task: Binary Classification. Given a miRNA mature sequence and a target amino acid sequence, predict their likelihood of interaction. (1) The miRNA is hsa-miR-146a-5p with sequence UGAGAACUGAAUUCCAUGGGUU. The protein sequence of the target gene is MATSWGTVFFMLVVSCVCSAVSHRNQQTWFEGIFLSSMCPINVSASTLYGIMFDAGSTGTRIHVYTFVQKMPGQLPILEGEVFDSVKPGLSAFVDQPKQGAETVQGLLEVAKDSIPRSHWKKTPVVLKATAGLRLLPEHKAKALLFEVKEIFRKSPFLVPKGSVSIMDGSDEGILAWVTVNFLTGQLHGHRQETVGTLDLGGASTQITFLPQFEKTLEQTPRGYLTSFEMFNSTYKLYTHSYLGFGLKAARLATLGALETEGTDGHTFRSACLPRWLEAEWIFGGVKYQYGGNQEGEVGF.... Result: 1 (interaction). (2) The miRNA is rno-miR-99b-5p with sequence CACCCGUAGAACCGACCUUGCG. The protein sequence of the target gene is MALAVNFKTYVDQACRAAEEFVNIYYETMDKRRHALVRLYLDKATLIWNGNVVTGLEALANFFEMLPSSEFQINMLDCQPVHEQATQCQTTVLVVTSGVVKFDGNKQHFFNQNFLLTAQSTPNSTVWKIASDCFRFQDWASI. Result: 0 (no interaction). (3) The miRNA is mmu-miR-6516-3p with sequence UCAUGUAUGAUACUGCAAACAG. The protein sequence of the target gene is MGVCADLGSHRWCRALSTQHNTEKSKEQQQQSQPLEIPEQRASKCRGDIDRTTTTTIPASKTLTASPAKTAAFTVKTTRRRRSRRRAEGSSICVPIRRGQGSTPTPTIQVLQFVLVSLLALLAKNAQAHNIPEDAVHITAILGEGVIFNCHVEFPNDHPVPYVLQWDKKVSETGSDLPIYIWYESYPEHIEEGYKGRVSRVSQDSPFGSASLNLTNIRESDQGWYECKVVFLNRDPKQHKNGTWFHLDVHAPPRFSVTPEDIIYVNLGDSIILNCQADGTPTPEILWYKDANPVDPSPTV.... Result: 0 (no interaction).